From a dataset of Experimentally validated miRNA-target interactions with 360,000+ pairs, plus equal number of negative samples. Binary Classification. Given a miRNA mature sequence and a target amino acid sequence, predict their likelihood of interaction. (1) Result: 0 (no interaction). The miRNA is hsa-miR-1587 with sequence UUGGGCUGGGCUGGGUUGGG. The protein sequence of the target gene is MSESSGSALQPGRPSRQPAVHPENLSLDSSCFSSPPVNFLQELPSYRSIARRRTTVHSRDKQSGTLLKPTDSYSSQLEDRIAENLSSHSLRNYALNISEKRRLRDIQETQMKYLSEWDQWKRYSSKSWKRFLEKAREMTTHLELWREDIRSIEGKFGTGIQSYFSFLRFLVLLNLVIFLIIFMLVLLPVLLTKYKITNSSFVLIPFKDMDKQCTVYPVSSSGLIYFYSYIIDLLSGTGFLEETSLFYGHYTIDGVKFQNFTYDLPLAYLLSTIASLALSLLWIVKRSVEGFKINLIRSEE.... (2) The miRNA is hsa-miR-942-3p with sequence CACAUGGCCGAAACAGAGAAGU. The protein sequence of the target gene is MSGDTCLCPASGAKPKLSGFKGGGLGNKYVQLNVGGSLYYTTVRALTRHDTMLKAMFSGRMEVLTDKEGWILIDRCGKHFGTILNYLRDDTITLPQNRQEIKELMAEAKYYLIQGLVNMCQSALQDKKDSYQPVCNIPIITSLKEEERLIESSTKPVVKLLYNRSNNKYSYTSNSDDHLLKNIELFDKLSLRFNGRVLFIKDVIGDEICCWSFYGQGRKLAEVCCTSIVYATEKKQTKVEFPEARIYEETLNVLLYETPRVPDNSLLEATSRSRSQASPSEDEETFELRDRVRRIHVKRY.... Result: 0 (no interaction). (3) The miRNA is hsa-miR-623 with sequence AUCCCUUGCAGGGGCUGUUGGGU. The protein sequence of the target gene is MSATNNIAQARKLVEQLRIEAGIERIKVSKAASDLMSYCEQHARNDPLLVGVPASENPFKDKKPCIIL. Result: 0 (no interaction). (4) The miRNA is hsa-miR-449c-3p with sequence UUGCUAGUUGCACUCCUCUCUGU. The protein sequence of the target gene is MEQPPAPKSKLKKLSEDSLTKQPEEVFDVLEKLGEGSYGSVFKAIHKESGQVVAIKQVPVESDLQEIIKEISIMQQCDSPYVVKYYGSYFKNTDLWIVMEYCGAGSVSDIIRLRNKTLIEDEIATILKSTLKGLEYLHFMRKIHRDIKAGNILLNTEGHAKLADFGVAGQLTDTMAKRNTVIGTPFWMAPEVIQEIGYNCVADIWSLGITSIEMAEGKPPYADIHPMRAIFMIPTNPPPTFRKPELWSDDFTDFVKKCLVKNPEQRATATQLLQHPFIKNAKPVSILRDLITEAMEIKAK.... Result: 0 (no interaction). (5) The miRNA is hsa-miR-3606-3p with sequence AAAAUUUCUUUCACUACUUAG. The protein sequence of the target gene is MVGKLKQNLLLACLVISSVTVFYLGQHAMECHHRIEERSQPVKLESTRTTVRTGLDLKANKTFAYHKDMPLIFIGGVPRSGTTLMRAMLDAHPDIRCGEETRVIPRILALKQMWSRSSKEKIRLDEAGVTDEVLDSAMQAFLLEIIVKHGEPAPYLCNKDPFALKSLTYLSRLFPNAKFLLMVRDGRASVHSMISRKVTIAGFDLNSYRDCLTKWNRAIETMYNQCMEVGYKKCMLVHYEQLVLHPERWMRTLLKFLQIPWNHSVLHHEEMIGKAGGVSLSKVERSTDQVIKPVNVGALS.... Result: 0 (no interaction).